Dataset: Reaction yield outcomes from USPTO patents with 853,638 reactions. Task: Predict the reaction yield, written as a fraction of the theoretical maximum amount of product (1.0 means a 100% yield; for example, 0.34 means a 34% yield). (1) The reactants are [OH:1][C:2]1[CH:7]=[CH:6][CH:5]=[CH:4][C:3]=1[C:8](=[O:17])[CH2:9][C:10]([O:12][C:13]([CH3:16])([CH3:15])[CH3:14])=[O:11].[CH:18](=O)[C:19]1[CH:24]=[CH:23][CH:22]=[CH:21][CH:20]=1. The catalyst is N1CCCCC1.C(O)(=O)C.C1C=CC=CC=1. The product is [OH:1][C:2]1[CH:7]=[CH:6][CH:5]=[CH:4][C:3]=1[C:8](/[C:9](=[CH:18]\[C:19]1[CH:24]=[CH:23][CH:22]=[CH:21][CH:20]=1)/[C:10]([O:12][C:13]([CH3:14])([CH3:16])[CH3:15])=[O:11])=[O:17]. The yield is 0.830. (2) The catalyst is C1(C)C=CC=CC=1.O.Cl[Pd](Cl)([P](C1C=CC=CC=1)(C1C=CC=CC=1)C1C=CC=CC=1)[P](C1C=CC=CC=1)(C1C=CC=CC=1)C1C=CC=CC=1.[Cu]I. The reactants are Br[C:2]1[CH:7]=[C:6]([C:8]([CH3:11])([CH3:10])[CH3:9])[C:5]([N+:12]([O-:14])=[O:13])=[CH:4][C:3]=1[NH2:15].CCN(CC)CC.[CH3:23][Si:24]([C:27]#[CH:28])([CH3:26])[CH3:25]. The yield is 0.810. The product is [C:8]([C:6]1[C:5]([N+:12]([O-:14])=[O:13])=[CH:4][C:3]([NH:15][C:28]#[C:27][Si:24]([CH3:26])([CH3:25])[CH3:23])=[CH:2][CH:7]=1)([CH3:11])([CH3:10])[CH3:9]. (3) The reactants are [CH:1]12[CH2:7][CH:4]([CH:5]=[CH:6]1)[C:3](=[O:8])[NH:2]2.[CH3:9][OH:10].[ClH:11]. No catalyst specified. The product is [ClH:11].[CH3:9][O:10][C:3]([C@H:4]1[CH2:7][C@@H:1]([NH2:2])[CH:6]=[CH:5]1)=[O:8]. The yield is 0.786.